From a dataset of Forward reaction prediction with 1.9M reactions from USPTO patents (1976-2016). Predict the product of the given reaction. (1) Given the reactants Br[C:2]1[CH:3]=[C:4]([C:8]2[S:9][C:10]3[CH2:16][CH2:15][CH2:14][C:13]([F:18])([F:17])[C:11]=3[N:12]=2)[CH:5]=[N:6][CH:7]=1.FC1(F)C2N=C(C3C=C(C4C(N(C)S(C)(=O)=O)=CC5OC(C6C=CC(F)=CC=6)=C(C(NC)=O)C=5C=4)C=NC=3)SC=2CCC1.[B:62]1([B:62]2[O:66][C:65]([CH3:68])([CH3:67])[C:64]([CH3:70])([CH3:69])[O:63]2)[O:66][C:65]([CH3:68])([CH3:67])[C:64]([CH3:70])([CH3:69])[O:63]1.CC([O-])=O.[K+], predict the reaction product. The product is: [F:17][C:13]1([F:18])[C:11]2[N:12]=[C:8]([C:4]3[CH:5]=[N:6][CH:7]=[C:2]([B:62]4[O:66][C:65]([CH3:68])([CH3:67])[C:64]([CH3:70])([CH3:69])[O:63]4)[CH:3]=3)[S:9][C:10]=2[CH2:16][CH2:15][CH2:14]1. (2) The product is: [CH2:32]([O:31][C:25]1[CH:26]=[CH:27][C:28]([CH3:30])=[CH:29][C:24]=1[C:21]1[CH:22]=[CH:23][C:18]([CH2:17][O:16][C:12]2[CH:11]=[C:10]3[C:15](=[CH:14][CH:13]=2)[CH:6]([CH2:5][C:4]([OH:36])=[O:3])[CH2:7][CH2:8][CH2:9]3)=[CH:19][CH:20]=1)[CH2:33][CH2:34][CH3:35]. Given the reactants C([O:3][C:4](=[O:36])[CH2:5][CH:6]1[C:15]2[C:10](=[CH:11][C:12]([O:16][CH2:17][C:18]3[CH:23]=[CH:22][C:21]([C:24]4[CH:29]=[C:28]([CH3:30])[CH:27]=[CH:26][C:25]=4[O:31][CH2:32][CH2:33][CH2:34][CH3:35])=[CH:20][CH:19]=3)=[CH:13][CH:14]=2)[CH2:9][CH2:8][CH2:7]1)C, predict the reaction product. (3) Given the reactants [Br:1][C:2]1[CH:3]=[C:4]([NH:8][C:9](=[O:20])[C:10]2[CH:15]=[CH:14][C:13](Cl)=[C:12]([N+:17]([O-:19])=[O:18])[CH:11]=2)[CH:5]=[CH:6][CH:7]=1.[NH2:21][C:22]1[CH:23]=[C:24]([OH:28])[CH:25]=[CH:26][CH:27]=1.[OH-].[K+].Cl, predict the reaction product. The product is: [NH2:21][C:22]1[CH:23]=[C:24]([CH:25]=[CH:26][CH:27]=1)[O:28][C:13]1[CH:14]=[CH:15][C:10]([C:9]([NH:8][C:4]2[CH:5]=[CH:6][CH:7]=[C:2]([Br:1])[CH:3]=2)=[O:20])=[CH:11][C:12]=1[N+:17]([O-:19])=[O:18]. (4) Given the reactants Br[C:2]1[CH:7]=[C:6]([Cl:8])[C:5]([OH:9])=[C:4]([Cl:10])[C:3]=1[CH3:11].[OH-].[Na+], predict the reaction product. The product is: [Cl:10][C:4]1[C:3]([CH3:11])=[CH:2][CH:7]=[C:6]([Cl:8])[C:5]=1[OH:9]. (5) Given the reactants [C:1]([N:8]1CCNCC1)([O:3][C:4]([CH3:7])([CH3:6])[CH3:5])=[O:2].[CH3:14][CH2:15][N:16]([CH:20]([CH3:22])C)[CH:17]([CH3:19])C.[CH3:23]O.C(Cl)Cl.C[CH2:29][O:30][C:31](C)=[O:32], predict the reaction product. The product is: [CH3:29][O:30][C:31](=[O:32])[C@H:22]([CH3:23])[CH2:20][N:16]1[CH2:15][CH2:14][N:8]([C:1]([O:3][C:4]([CH3:7])([CH3:6])[CH3:5])=[O:2])[CH2:19][CH2:17]1. (6) Given the reactants [Cl:1][C:2]1[CH:7]=[CH:6][N:5]=[C:4]2[CH:8]=[C:9]([C:11]([O-:13])=O)[S:10][C:3]=12.[Li+].S(Cl)(Cl)=O.[CH3:19][N:20]([CH3:25])[CH2:21][CH2:22][NH:23][CH3:24].CCN(CC)CC, predict the reaction product. The product is: [Cl:1][C:2]1[CH:7]=[CH:6][N:5]=[C:4]2[CH:8]=[C:9]([C:11]([N:23]([CH2:22][CH2:21][N:20]([CH3:25])[CH3:19])[CH3:24])=[O:13])[S:10][C:3]=12. (7) Given the reactants C([NH:5][S:6]([C:9]1[S:10][C:11]([C:14]2[CH:19]=[CH:18][CH:17]=[C:16]([C:20]3[N:25]=[C:24]([C:26]([F:29])([F:28])[F:27])[CH:23]=[C:22]([C:30]4[CH:35]=[CH:34][C:33]([F:36])=[C:32]([F:37])[CH:31]=4)[N:21]=3)[CH:15]=2)=[CH:12][CH:13]=1)(=[O:8])=[O:7])(C)(C)C.C(O)(C(F)(F)F)=O, predict the reaction product. The product is: [F:37][C:32]1[CH:31]=[C:30]([C:22]2[CH:23]=[C:24]([C:26]([F:27])([F:29])[F:28])[N:25]=[C:20]([C:16]3[CH:15]=[C:14]([C:11]4[S:10][C:9]([S:6]([NH2:5])(=[O:7])=[O:8])=[CH:13][CH:12]=4)[CH:19]=[CH:18][CH:17]=3)[N:21]=2)[CH:35]=[CH:34][C:33]=1[F:36].